From a dataset of Full USPTO retrosynthesis dataset with 1.9M reactions from patents (1976-2016). Predict the reactants needed to synthesize the given product. (1) Given the product [CH3:24][O:20][C:19](=[O:21])[CH2:18][C:15]1[CH:14]=[CH:13][C:12]([NH:11][C:2]2[C:7]([N+:8]([O-:10])=[O:9])=[CH:6][CH:5]=[CH:4][N:3]=2)=[CH:17][CH:16]=1, predict the reactants needed to synthesize it. The reactants are: Cl[C:2]1[C:7]([N+:8]([O-:10])=[O:9])=[CH:6][CH:5]=[CH:4][N:3]=1.[NH2:11][C:12]1[CH:17]=[CH:16][C:15]([CH2:18][C:19]([OH:21])=[O:20])=[CH:14][CH:13]=1.Cl.O1CCOC[CH2:24]1. (2) Given the product [Cl:5][S:6]([C:9]1[C:10]([O:18][CH3:19])=[C:11]([CH:15]=[CH:16][CH:17]=1)[C:12]([Cl:3])=[O:13])(=[O:8])=[O:7], predict the reactants needed to synthesize it. The reactants are: S(Cl)([Cl:3])=O.[Cl:5][S:6]([C:9]1[C:10]([O:18][CH3:19])=[C:11]([CH:15]=[CH:16][CH:17]=1)[C:12](O)=[O:13])(=[O:8])=[O:7]. (3) The reactants are: [C:1]([C:4]1[C:34](=[O:35])[C@@:8]2([CH3:36])[C:9]3[C:15]([OH:16])=[CH:14][C:13]([O:17][CH3:18])=[C:12]([C:19]([NH:21][CH2:22][C:23]4[C:32]5[C:27](=[CH:28][CH:29]=[CH:30][CH:31]=5)[CH:26]=[CH:25][C:24]=4[CH3:33])=[O:20])[C:10]=3[O:11][C:7]2=[CH:6][C:5]=1[OH:37])(=O)[CH3:2].[CH2:38]([NH2:45])[C:39]1[CH:44]=[CH:43][CH:42]=[CH:41][CH:40]=1. Given the product [CH2:38](/[N:45]=[C:1](/[C:4]1[C:34](=[O:35])[C@@:8]2([CH3:36])[C:9]3[C:15]([OH:16])=[CH:14][C:13]([O:17][CH3:18])=[C:12]([C:19]([NH:21][CH2:22][C:23]4[C:32]5[C:27](=[CH:28][CH:29]=[CH:30][CH:31]=5)[CH:26]=[CH:25][C:24]=4[CH3:33])=[O:20])[C:10]=3[O:11][C:7]2=[CH:6][C:5]=1[OH:37])\[CH3:2])[C:39]1[CH:44]=[CH:43][CH:42]=[CH:41][CH:40]=1, predict the reactants needed to synthesize it. (4) Given the product [OH:28][CH2:25][CH2:23][O:26][C:2]1[C:3]([N:8]2[CH2:14][CH2:13][CH2:12][N:11]([C:15]([O:17][C:18]([CH3:21])([CH3:20])[CH3:19])=[O:16])[CH2:10][CH2:9]2)=[N:4][CH:5]=[CH:6][N:7]=1, predict the reactants needed to synthesize it. The reactants are: Cl[C:2]1[C:3]([N:8]2[CH2:14][CH2:13][CH2:12][N:11]([C:15]([O:17][C:18]([CH3:21])([CH3:20])[CH3:19])=[O:16])[CH2:10][CH2:9]2)=[N:4][CH:5]=[CH:6][N:7]=1.C[C:23]([O-:26])([CH3:25])C.[K+].[OH2:28]. (5) The reactants are: CC(C)([O-])C.[K+].[CH:7]12[N:15]([CH2:16][C:17]#[N:18])[CH:11]([CH2:12][CH2:13][CH2:14]1)[CH2:10][O:9][CH2:8]2.C(OCC)=O.[C:24]([O:27][C:28](=O)C)(=[O:26])[CH3:25].C(O)(=O)C. Given the product [C:24]([O:27]/[CH:28]=[C:16](\[C:17]#[N:18])/[N:15]1[CH:11]2[CH2:12][CH2:13][CH2:14][CH:7]1[CH2:8][O:9][CH2:10]2)(=[O:26])[CH3:25], predict the reactants needed to synthesize it. (6) Given the product [F:38][C:35]([F:36])([F:37])[C:29]([OH:39])([C:28]([F:41])([F:27])[F:40])[CH2:30][S:31]([O-:34])(=[O:33])=[O:32].[C:23]([C:20]1[CH:21]=[CH:22][C:17]([I+:16][C:13]2[CH:12]=[CH:11][C:10]([C:6]([CH3:9])([CH3:8])[CH3:7])=[CH:15][CH:14]=2)=[CH:18][CH:19]=1)([CH3:26])([CH3:25])[CH3:24], predict the reactants needed to synthesize it. The reactants are: S([O-])(O)(=O)=O.[C:6]([C:10]1[CH:15]=[CH:14][C:13]([I+:16][C:17]2[CH:22]=[CH:21][C:20]([C:23]([CH3:26])([CH3:25])[CH3:24])=[CH:19][CH:18]=2)=[CH:12][CH:11]=1)([CH3:9])([CH3:8])[CH3:7].[F:27][C:28]([F:41])([F:40])[C:29]([OH:39])([C:35]([F:38])([F:37])[F:36])[CH2:30][S:31]([O-:34])(=[O:33])=[O:32].[Na+].